From a dataset of Catalyst prediction with 721,799 reactions and 888 catalyst types from USPTO. Predict which catalyst facilitates the given reaction. (1) Reactant: [C:1]1([NH2:8])[CH:6]=[CH:5][CH:4]=[CH:3][C:2]=1[NH2:7].[Cl:9][C:10]1[CH:15]=[CH:14][C:13]([S:16](Cl)(=[O:18])=[O:17])=[CH:12][CH:11]=1. Product: [NH2:7][C:2]1[CH:3]=[CH:4][CH:5]=[CH:6][C:1]=1[NH:8][S:16]([C:13]1[CH:14]=[CH:15][C:10]([Cl:9])=[CH:11][CH:12]=1)(=[O:18])=[O:17]. The catalyst class is: 202. (2) Reactant: [CH2:1]([O:8][N:9]([CH2:17][CH3:18])C(=O)OC(C)(C)C)[C:2]1[CH:7]=[CH:6][CH:5]=[CH:4][CH:3]=1.C(O)(C(F)(F)F)=O. Product: [CH2:1]([O:8][NH:9][CH2:17][CH3:18])[C:2]1[CH:7]=[CH:6][CH:5]=[CH:4][CH:3]=1. The catalyst class is: 2. (3) Reactant: [CH3:1][C:2]1[CH:7]=[CH:6][N:5]=[C:4]([CH:8]=O)[CH:3]=1.[CH2:10]([NH2:12])[CH3:11]. Product: [CH2:10]([NH:12][CH2:8][C:4]1[CH:3]=[C:2]([CH3:1])[CH:7]=[CH:6][N:5]=1)[CH3:11]. The catalyst class is: 1.